Dataset: Reaction yield outcomes from USPTO patents with 853,638 reactions. Task: Predict the reaction yield, written as a fraction of the theoretical maximum amount of product (1.0 means a 100% yield; for example, 0.34 means a 34% yield). The reactants are CN(C)C(OC1C=C([NH:12][C:13]([C:15]2(C)[CH2:20][CH2:19][N:18]([C:21](OC(C)(C)C)=O)C[CH2:16]2)=O)C=CC=1)=O.C(O[C:35]([N:37]1[CH2:42][CH2:41][C:40]([CH3:46])([C:43]([OH:45])=O)[CH2:39][CH2:38]1)=O)(C)(C)C.C(Cl)CCl.C1C=CC2N(O)N=[N:57]C=2C=1.ClC(Cl)C.[CH3:65][N:66]([CH3:77])[C:67](=[O:76])[O:68][C:69]1[CH:74]=[CH:73][CH:72]=[C:71]([NH2:75])[CH:70]=1. No catalyst specified. The product is [CH3:65][N:66]([CH3:77])[C:67](=[O:76])[O:68][C:69]1[CH:74]=[CH:73][CH:72]=[C:71]([NH:75][C:43]([C:40]2([CH3:46])[CH2:39][CH2:38][N:37]([C:35]3[C:20]4[C:15]([CH3:16])=[CH:13][NH:12][C:19]=4[N:18]=[CH:21][N:57]=3)[CH2:42][CH2:41]2)=[O:45])[CH:70]=1. The yield is 0.500.